From a dataset of Full USPTO retrosynthesis dataset with 1.9M reactions from patents (1976-2016). Predict the reactants needed to synthesize the given product. (1) Given the product [F:78][C:79]1[CH:80]=[C:81]([C:99]([CH3:103])([CH3:102])[C:100]#[N:101])[CH:82]=[C:83]2[C:88]=1[C:87](=[O:89])[N:86]([C:90]1[C:95]([CH:96]=[O:97])=[C:94]([C:2]3[CH:3]=[C:4]([NH:10][C:11]4[CH:20]=[C:14]5[CH2:15][N:16]([CH3:19])[CH2:17][CH2:18][N:13]5[N:12]=4)[C:5](=[O:9])[N:6]([CH3:8])[N:7]=3)[CH:93]=[CH:92][N:91]=1)[CH:85]=[CH:84]2, predict the reactants needed to synthesize it. The reactants are: Cl[C:2]1[CH:3]=[C:4]([NH:10][C:11]2[CH:20]=[C:14]3[CH2:15][N:16]([CH3:19])[CH2:17][CH2:18][N:13]3[N:12]=2)[C:5](=[O:9])[N:6]([CH3:8])[N:7]=1.B1(B2OC(C)(C)C(C)(C)O2)OC(C)(C)C(C)(C)O1.C([O-])(=O)C.[K+].CC(C1C=C(C(C)C)C(C2C=CC=CC=2P(C2CCCCC2)C2CCCCC2)=C(C(C)C)C=1)C.[F:78][C:79]1[CH:80]=[C:81]([C:99]([CH3:103])([CH3:102])[C:100]#[N:101])[CH:82]=[C:83]2[C:88]=1[C:87](=[O:89])[N:86]([C:90]1[C:95]([CH:96]=[O:97])=[C:94](I)[CH:93]=[CH:92][N:91]=1)[CH:85]=[CH:84]2.C(=O)([O-])[O-].[K+].[K+].C1(P(C2CCCCC2)C2CCCCC2)CCCCC1. (2) The reactants are: [CH2:1]([C:4]1[CH:9]=[C:8]([Br:10])[CH:7]=[CH:6][C:5]=1[OH:11])[CH:2]=[CH2:3].[C:12](=O)([O-])[O-].[K+].[K+].[CH2:18]([O:25][CH:26](Cl)[C:27]1[CH:32]=[CH:31][CH:30]=[CH:29]C=1)[C:19]1[CH:24]=[CH:23][CH:22]=[CH:21][CH:20]=1.CCCCCC. Given the product [CH2:1]([C:4]1[CH:9]=[C:8]([Br:10])[CH:7]=[CH:6][C:5]=1[O:11][CH2:12][C:31]1[CH:32]=[CH:27][C:26]([O:25][CH2:18][C:19]2[CH:20]=[CH:21][CH:22]=[CH:23][CH:24]=2)=[CH:29][CH:30]=1)[CH:2]=[CH2:3], predict the reactants needed to synthesize it. (3) Given the product [CH3:11][O:12][C:13](=[O:14])[C:9]([OH:10])=[CH:8][C:7](=[O:17])[N:6]([CH2:5][C:4]1[CH:20]=[CH:21][C:22]([F:23])=[C:2]([F:1])[CH:3]=1)[O:18][CH3:19], predict the reactants needed to synthesize it. The reactants are: [F:1][C:2]1[CH:3]=[C:4]([CH:20]=[CH:21][C:22]=1[F:23])[CH2:5][N:6]([O:18][CH3:19])[C:7](=[O:17])[CH:8]=[C:9]1[C:13](=[O:14])[O:12][C:11](C)(C)[O:10]1.